Task: Predict the reaction yield, written as a fraction of the theoretical maximum amount of product (1.0 means a 100% yield; for example, 0.34 means a 34% yield).. Dataset: Reaction yield outcomes from USPTO patents with 853,638 reactions (1) The reactants are [CH2:1]([O:3][C:4]([C@@H:6]1[CH2:8][C@H:7]1[C@:9]([NH2:16])([CH3:15])[C:10]([F:14])([F:13])[CH2:11][OH:12])=[O:5])[CH3:2].[N:17]#[C:18]Br. No catalyst specified. The product is [CH2:1]([O:3][C:4]([C@@H:6]1[CH2:8][C@H:7]1[C@:9]1([CH3:15])[C:10]([F:14])([F:13])[CH2:11][O:12][C:18]([NH2:17])=[N:16]1)=[O:5])[CH3:2]. The yield is 0.880. (2) The reactants are CC(C[AlH]CC(C)C)C.[C:10]([O:14][C:15]([NH:17][C:18]1[CH:23]=[C:22]([CH:24]([CH3:30])[C:25](OCC)=[O:26])[CH:21]=[CH:20][N:19]=1)=[O:16])([CH3:13])([CH3:12])[CH3:11].O.[O-]S([O-])(=O)=O.[Mg+2]. The catalyst is C1COCC1.C(Cl)Cl. The product is [OH:26][CH2:25][CH:24]([C:22]1[CH:21]=[CH:20][N:19]=[C:18]([NH:17][C:15](=[O:16])[O:14][C:10]([CH3:13])([CH3:12])[CH3:11])[CH:23]=1)[CH3:30]. The yield is 0.500. (3) The reactants are [C:1]([NH:24][CH:25]([CH2:40][CH:41]([CH3:43])[CH3:42])[C:26]([NH:28][C:29]1[CH:30]=[CH:31][C:32]([OH:39])=[C:33]([CH:38]=1)[C:34]([O:36]C)=[O:35])=[O:27])(=[O:23])[CH2:2][CH2:3][CH:4]=[CH:5][CH2:6][CH:7]=[CH:8][CH2:9][CH:10]=[CH:11][CH2:12][CH:13]=[CH:14][CH2:15][CH:16]=[CH:17][CH2:18][CH:19]=[CH:20][CH2:21][CH3:22].[OH-].[Na+].Cl. The catalyst is CO. The product is [C:1]([NH:24][CH:25]([CH2:40][CH:41]([CH3:42])[CH3:43])[C:26]([NH:28][C:29]1[CH:30]=[CH:31][C:32]([OH:39])=[C:33]([CH:38]=1)[C:34]([OH:36])=[O:35])=[O:27])(=[O:23])[CH2:2][CH2:3][CH:4]=[CH:5][CH2:6][CH:7]=[CH:8][CH2:9][CH:10]=[CH:11][CH2:12][CH:13]=[CH:14][CH2:15][CH:16]=[CH:17][CH2:18][CH:19]=[CH:20][CH2:21][CH3:22]. The yield is 0.610. (4) The reactants are [C:1]12([C:12]([O:14]C)=[O:13])[CH2:7][C:4]([C:8]([O:10][CH3:11])=[O:9])([CH2:5][CH2:6]1)[CH2:3][CH2:2]2.[OH-].[K+].O. The catalyst is CO. The product is [CH3:11][O:10][C:8]([C:4]12[CH2:7][C:1]([C:12]([OH:14])=[O:13])([CH2:6][CH2:5]1)[CH2:2][CH2:3]2)=[O:9]. The yield is 0.710. (5) The catalyst is CN1C(=O)CCC1. The product is [Cl:1][C:2]1[N:3]=[N:4][C:5]([N:23]2[CH2:24][CH2:25][CH:20]([N:19]([CH2:18][C:15]3[CH:16]=[CH:17][C:12]([F:11])=[CH:13][C:14]=3[C:27]([F:29])([F:28])[F:30])[CH3:26])[CH2:21][CH2:22]2)=[C:6]([CH3:9])[C:7]=1[CH3:8]. The reactants are [Cl:1][C:2]1[N:3]=[N:4][C:5](Cl)=[C:6]([CH3:9])[C:7]=1[CH3:8].[F:11][C:12]1[CH:17]=[CH:16][C:15]([CH2:18][N:19]([CH3:26])[CH:20]2[CH2:25][CH2:24][NH:23][CH2:22][CH2:21]2)=[C:14]([C:27]([F:30])([F:29])[F:28])[CH:13]=1.C(=O)([O-])[O-].[Na+].[Na+]. The yield is 0.300. (6) The reactants are [NH2:1][C:2]1[CH:10]=[C:9]([Br:11])[CH:8]=[CH:7][C:3]=1[C:4](O)=[O:5].[NH2:12][C:13](N)=[O:14]. The catalyst is O. The product is [Br:11][C:9]1[CH:10]=[C:2]2[C:3]([C:4](=[O:5])[NH:12][C:13](=[O:14])[NH:1]2)=[CH:7][CH:8]=1. The yield is 0.900.